From a dataset of Forward reaction prediction with 1.9M reactions from USPTO patents (1976-2016). Predict the product of the given reaction. (1) The product is: [Cl:39][C:36]1[CH:35]=[N:34][C:33]([O:32][CH2:31][CH2:30][O:29][C:11]2[C:10]([C:8]3[CH:7]=[CH:6][C:5]([OH:1])=[C:4]([OH:3])[CH:9]=3)=[C:14]([NH:15][S:16]([C:19]3[CH:24]=[CH:23][C:22]([CH:25]([CH3:27])[CH2:26][OH:41])=[CH:21][N:20]=3)(=[O:17])=[O:18])[N:13]([CH3:28])[N:12]=2)=[N:38][CH:37]=1. Given the reactants [O:1]1[C:5]2[CH:6]=[CH:7][C:8]([C:10]3[C:11]([O:29][CH2:30][CH2:31][O:32][C:33]4[N:38]=[CH:37][C:36]([Cl:39])=[CH:35][N:34]=4)=[N:12][N:13]([CH3:28])[C:14]=3[NH:15][S:16]([C:19]3[CH:24]=[CH:23][C:22]([CH:25]([CH3:27])[CH3:26])=[CH:21][N:20]=3)(=[O:18])=[O:17])=[CH:9][C:4]=2[O:3]C1.C[OH:41], predict the reaction product. (2) Given the reactants CC(C)([O-])C.[K+].C1COCC1.[NH:12]1[CH2:17][CH2:16][O:15][CH2:14][CH2:13]1.Cl[C:19]1[N:24]=[C:23]([NH2:25])[C:22]([N+:26]([O-:28])=[O:27])=[CH:21][CH:20]=1, predict the reaction product. The product is: [O:15]1[CH2:16][CH2:17][N:12]([C:19]2[N:24]=[C:23]([NH2:25])[C:22]([N+:26]([O-:28])=[O:27])=[CH:21][CH:20]=2)[CH2:13][CH2:14]1. (3) The product is: [ClH:21].[CH2:1]([N:8]1[CH2:13][CH2:12][NH:11][CH2:10][CH2:9]1)[C:2]1[CH:3]=[CH:4][CH:5]=[CH:6][CH:7]=1. Given the reactants [CH2:1]([N:8]1[CH2:13][CH2:12][N:11](C(OC(C)(C)C)=O)[CH2:10][CH2:9]1)[C:2]1[CH:7]=[CH:6][CH:5]=[CH:4][CH:3]=1.[ClH:21].C(O)C, predict the reaction product. (4) Given the reactants [Br:1][C:2]1[CH:8]=[CH:7][CH:6]=[C:5]([F:9])[C:3]=1[NH2:4].[ClH:10].[N:11]([O-])=O.[Na+], predict the reaction product. The product is: [ClH:10].[Br:1][C:2]1[CH:8]=[CH:7][CH:6]=[C:5]([F:9])[C:3]=1[NH:4][NH2:11]. (5) Given the reactants Cl[C:2]1[N:10]=[CH:9][N:8]=[C:7]2[C:3]=1[N:4]=[C:5]([C:18]1[CH:23]=[CH:22][CH:21]=[CH:20][C:19]=1[Cl:24])[N:6]2[C:11]1[CH:16]=[CH:15][C:14]([Cl:17])=[CH:13][CH:12]=1.[NH2:25][C@H:26]1[CH2:31][CH2:30][CH2:29][N:28]([C:32]([O:34][C:35]([CH3:38])([CH3:37])[CH3:36])=[O:33])[CH2:27]1.C(N(CC)CC)C, predict the reaction product. The product is: [Cl:24][C:19]1[CH:20]=[CH:21][CH:22]=[CH:23][C:18]=1[C:5]1[N:6]([C:11]2[CH:12]=[CH:13][C:14]([Cl:17])=[CH:15][CH:16]=2)[C:7]2[C:3]([N:4]=1)=[C:2]([NH:25][C@H:26]1[CH2:31][CH2:30][CH2:29][N:28]([C:32]([O:34][C:35]([CH3:38])([CH3:37])[CH3:36])=[O:33])[CH2:27]1)[N:10]=[CH:9][N:8]=2.